Predict the reaction yield, written as a fraction of the theoretical maximum amount of product (1.0 means a 100% yield; for example, 0.34 means a 34% yield). From a dataset of Reaction yield outcomes from USPTO patents with 853,638 reactions. (1) The reactants are C(=O)([O-])[O-].[K+].[K+].Cl[CH2:8][C:9]1[C:14]2[O:15][C:16]([C:18]3[CH:23]=[CH:22][CH:21]=[CH:20][CH:19]=3)=[CH:17][C:13]=2[CH:12]=[CH:11][CH:10]=1.[CH3:24][O:25][C:26](=[O:45])[C@H:27]([CH2:35][C:36]1[CH:41]=[C:40]([Cl:42])[C:39]([OH:43])=[C:38]([Cl:44])[CH:37]=1)[NH:28][C:29](=[O:34])[C:30]([F:33])([F:32])[F:31].CN(C)C=O. The catalyst is CC(C)=O. The product is [CH3:24][O:25][C:26](=[O:45])[C@H:27]([CH2:35][C:36]1[CH:37]=[C:38]([Cl:44])[C:39]([O:43][CH2:8][C:9]2[C:14]3[O:15][C:16]([C:18]4[CH:23]=[CH:22][CH:21]=[CH:20][CH:19]=4)=[CH:17][C:13]=3[CH:12]=[CH:11][CH:10]=2)=[C:40]([Cl:42])[CH:41]=1)[NH:28][C:29](=[O:34])[C:30]([F:33])([F:31])[F:32]. The yield is 0.520. (2) The reactants are [Br:1][C:2]1[CH:11]=[N:10][C:9]2[NH:8][C:7](=O)[C:6]([CH3:14])([CH3:13])[O:5][C:4]=2[CH:3]=1. The catalyst is C1COCC1. The product is [Br:1][C:2]1[CH:11]=[N:10][C:9]2[NH:8][CH2:7][C:6]([CH3:14])([CH3:13])[O:5][C:4]=2[CH:3]=1. The yield is 0.760. (3) The reactants are NC1N=CC(N2CCN(C(OC(C)(C)C)=O)CC2)=CC=1.[CH3:21][C@@H:22]1[N:27]([C:28]2[CH:29]=[N:30][C:31]([N+:34]([O-])=O)=[CH:32][CH:33]=2)[CH2:26][CH2:25][N:24]([C:37]([O:39][C:40]([CH3:43])([CH3:42])[CH3:41])=[O:38])[CH2:23]1. No catalyst specified. The product is [NH2:34][C:31]1[N:30]=[CH:29][C:28]([N:27]2[CH2:26][CH2:25][N:24]([C:37]([O:39][C:40]([CH3:43])([CH3:42])[CH3:41])=[O:38])[CH2:23][C@@H:22]2[CH3:21])=[CH:33][CH:32]=1. The yield is 0.930. (4) The reactants are CO[CH:3]([O:11]C)[C:4]1[CH:9]=[CH:8][C:7](Br)=[CH:6][CH:5]=1.C(OCC)C.C([Li])CCC.[CH3:23][C:24]1[O:30][C:27]([CH:28]=[O:29])=[CH:26][CH:25]=1. The catalyst is C(OCC)(=O)C.O. The product is [OH:29][CH:28]([C:27]1[O:30][C:24]([CH3:23])=[CH:25][CH:26]=1)[C:7]1[CH:6]=[CH:5][C:4]([CH:3]=[O:11])=[CH:9][CH:8]=1. The yield is 0.120. (5) The reactants are Cl[C:2]1[C:3]2[CH:19]=[CH:18][S:17][C:4]=2[N:5]=[C:6]([C:8]([C:10]2[CH:15]=[CH:14][C:13]([F:16])=[CH:12][CH:11]=2)=[O:9])[N:7]=1.[CH3:20][C:21]1[NH:25][N:24]=[C:23]([NH2:26])[CH:22]=1.O1CCOCC1.O. The catalyst is CN(C=O)C. The product is [F:16][C:13]1[CH:14]=[CH:15][C:10]([C:8]([C:6]2[N:7]=[C:2]([NH:26][C:23]3[CH:22]=[C:21]([CH3:20])[NH:25][N:24]=3)[C:3]3[CH:19]=[CH:18][S:17][C:4]=3[N:5]=2)=[O:9])=[CH:11][CH:12]=1. The yield is 0.580.